From a dataset of Full USPTO retrosynthesis dataset with 1.9M reactions from patents (1976-2016). Predict the reactants needed to synthesize the given product. (1) Given the product [O:1]1[C:6]2[CH:7]=[CH:8][C:9]([N:11]3[CH2:15][C@@H:14]([C:16]([OH:21])=[O:17])[O:13][C:12]3=[O:18])=[CH:10][C:5]=2[O:4][CH2:3][CH2:2]1, predict the reactants needed to synthesize it. The reactants are: [O:1]1[C:6]2[CH:7]=[CH:8][C:9]([N:11]3[CH2:15][C@@H:14]([CH2:16][OH:17])[O:13][C:12]3=[O:18])=[CH:10][C:5]=2[O:4][CH2:3][CH2:2]1.C(OC1C(OC(=O)C)=C(I)C=CC=1)(=[O:21])C.CC1(C)N([O])C(C)(C)CCC1.C([O-])([O-])=O.[Na+].[Na+]. (2) Given the product [CH:1]([N:4]1[CH2:9][CH2:8][N:7]([C:10]([C:12]2[CH:13]=[C:14]3[C:18](=[CH:19][CH:20]=2)[NH:17][C:16]([C:21]([N:23]2[CH2:28][CH2:27][N:26]([S:29]([N:33]4[CH2:38][CH2:37][CH2:36][CH2:35][CH2:34]4)(=[O:31])=[O:30])[CH2:25][CH2:24]2)=[O:22])=[CH:15]3)=[O:11])[CH2:6][CH2:5]1)([CH3:3])[CH3:2], predict the reactants needed to synthesize it. The reactants are: [CH:1]([N:4]1[CH2:9][CH2:8][N:7]([C:10]([C:12]2[CH:13]=[C:14]3[C:18](=[CH:19][CH:20]=2)[NH:17][C:16]([C:21]([N:23]2[CH2:28][CH2:27][N:26]([S:29](C)(=[O:31])=[O:30])[CH2:25][CH2:24]2)=[O:22])=[CH:15]3)=[O:11])[CH2:6][CH2:5]1)([CH3:3])[CH3:2].[N:33]1(S(N2CCNCC2)(=O)=O)[CH2:38][CH2:37][CH2:36][CH2:35][CH2:34]1. (3) The reactants are: [CH3:1][O:2][CH2:3][C@H:4]([O:6][C:7]1[N:12]=[C:11]([N:13]2[CH2:18][CH2:17][CH:16]([C:19]3[C:27]4[C:22](=[N:23][CH:24]=[CH:25][CH:26]=4)[NH:21][CH:20]=3)[CH2:15][CH2:14]2)[N:10]=[C:9]([C:28]([OH:30])=[O:29])[N:8]=1)[CH3:5].OS(O)(=O)=O.[CH3:36]O. Given the product [CH3:1][O:2][CH2:3][C@H:4]([O:6][C:7]1[N:12]=[C:11]([N:13]2[CH2:14][CH2:15][CH:16]([C:19]3[C:27]4[C:22](=[N:23][CH:24]=[CH:25][CH:26]=4)[NH:21][CH:20]=3)[CH2:17][CH2:18]2)[N:10]=[C:9]([C:28]([O:30][CH3:36])=[O:29])[N:8]=1)[CH3:5], predict the reactants needed to synthesize it.